This data is from Merck oncology drug combination screen with 23,052 pairs across 39 cell lines. The task is: Regression. Given two drug SMILES strings and cell line genomic features, predict the synergy score measuring deviation from expected non-interaction effect. (1) Drug 1: Cn1c(=O)n(-c2ccc(C(C)(C)C#N)cc2)c2c3cc(-c4cnc5ccccc5c4)ccc3ncc21. Drug 2: CCc1c2c(nc3ccc(O)cc13)-c1cc3c(c(=O)n1C2)COC(=O)C3(O)CC. Cell line: NCIH1650. Synergy scores: synergy=18.5. (2) Drug 1: CCC1=CC2CN(C1)Cc1c([nH]c3ccccc13)C(C(=O)OC)(c1cc3c(cc1OC)N(C)C1C(O)(C(=O)OC)C(OC(C)=O)C4(CC)C=CCN5CCC31C54)C2. Drug 2: COC1CC2CCC(C)C(O)(O2)C(=O)C(=O)N2CCCCC2C(=O)OC(C(C)CC2CCC(OP(C)(C)=O)C(OC)C2)CC(=O)C(C)C=C(C)C(O)C(OC)C(=O)C(C)CC(C)C=CC=CC=C1C. Cell line: PA1. Synergy scores: synergy=-19.3. (3) Drug 1: O=C(CCCCCCC(=O)Nc1ccccc1)NO. Drug 2: CCc1c2c(nc3ccc(O)cc13)-c1cc3c(c(=O)n1C2)COC(=O)C3(O)CC. Cell line: SKMES1. Synergy scores: synergy=16.3.